Dataset: Reaction yield outcomes from USPTO patents with 853,638 reactions. Task: Predict the reaction yield, written as a fraction of the theoretical maximum amount of product (1.0 means a 100% yield; for example, 0.34 means a 34% yield). The reactants are [NH:1]1[C:9]2[C:4](=[CH:5][CH:6]=[CH:7][CH:8]=2)[C:3](/[CH:10]=[CH:11]/[C:12]2[CH:17]=[CH:16][CH:15]=[CH:14][C:13]=2[N:18]2[CH:22]=[CH:21][C:20]([CH:23]=O)=[CH:19]2)=[N:2]1.[NH:25]1[CH2:30][CH2:29][O:28][CH2:27][CH2:26]1.C(O)(=O)C.[BH4-].[Na+]. The catalyst is ClC(Cl)C. The product is [N:25]1([CH2:23][C:20]2[CH:21]=[CH:22][N:18]([C:13]3[CH:14]=[CH:15][CH:16]=[CH:17][C:12]=3/[CH:11]=[CH:10]/[C:3]3[C:4]4[C:9](=[CH:8][CH:7]=[CH:6][CH:5]=4)[NH:1][N:2]=3)[CH:19]=2)[CH2:30][CH2:29][O:28][CH2:27][CH2:26]1. The yield is 0.410.